Dataset: Reaction yield outcomes from USPTO patents with 853,638 reactions. Task: Predict the reaction yield, written as a fraction of the theoretical maximum amount of product (1.0 means a 100% yield; for example, 0.34 means a 34% yield). The reactants are C([O:3][C:4](=[O:26])[C:5]([CH3:25])([CH3:24])[CH2:6][CH2:7][CH2:8][O:9][CH2:10][CH2:11][O:12][CH2:13][CH2:14][CH2:15][C:16]([C:19]([O:21]CC)=[O:20])([CH3:18])[CH3:17])C.[OH-].[K+].C(OCC)(=O)C. The catalyst is C(O)C.O. The product is [C:4]([C:5]([CH3:25])([CH3:24])[CH2:6][CH2:7][CH2:8][O:9][CH2:10][CH2:11][O:12][CH2:13][CH2:14][CH2:15][C:16]([CH3:18])([CH3:17])[C:19]([OH:21])=[O:20])([OH:26])=[O:3]. The yield is 0.440.